This data is from Full USPTO retrosynthesis dataset with 1.9M reactions from patents (1976-2016). The task is: Predict the reactants needed to synthesize the given product. (1) Given the product [Cl:1][C:2]1[CH:7]=[CH:6][C:5]([S:8][C:9]2[N:13]([CH3:14])[C:12]([C:15]3[CH:20]=[CH:19][CH:18]=[CH:17][N:16]=3)=[N:11][C:10]=2[C:21]2[CH:22]=[CH:23][C:24]([C:25]([NH:27][NH:28][CH:31]=[O:32])=[O:26])=[CH:29][CH:30]=2)=[CH:4][CH:3]=1, predict the reactants needed to synthesize it. The reactants are: [Cl:1][C:2]1[CH:7]=[CH:6][C:5]([S:8][C:9]2[N:13]([CH3:14])[C:12]([C:15]3[CH:20]=[CH:19][CH:18]=[CH:17][N:16]=3)=[N:11][C:10]=2[C:21]2[CH:30]=[CH:29][C:24]([C:25]([NH:27][NH2:28])=[O:26])=[CH:23][CH:22]=2)=[CH:4][CH:3]=1.[CH:31](O)=[O:32]. (2) Given the product [Cl:6][C:7]1[CH:15]=[CH:14][C:10]([C:11]([OH:13])=[O:12])=[CH:9][C:8]=1[C:3]#[C:2][CH2:1][O:4][CH3:5], predict the reactants needed to synthesize it. The reactants are: [CH2:1]([O:4][CH3:5])[C:2]#[CH:3].[Cl:6][C:7]1[CH:15]=[CH:14][C:10]([C:11]([OH:13])=[O:12])=[CH:9][C:8]=1I. (3) The reactants are: C(OC(=O)[NH:7][CH:8]1[CH2:13][CH2:12][NH:11][CH2:10][CH2:9]1)(C)(C)C.[F:15][C:16]1[CH:17]=[C:18]([CH:21]=[C:22]([C:24]([F:27])([F:26])[F:25])[CH:23]=1)[CH2:19]Br.C(N(C(C)C)CC)(C)C.FC(F)(F)C(O)=O. Given the product [F:15][C:16]1[CH:17]=[C:18]([CH:21]=[C:22]([C:24]([F:25])([F:26])[F:27])[CH:23]=1)[CH2:19][N:11]1[CH2:10][CH2:9][CH:8]([NH2:7])[CH2:13][CH2:12]1, predict the reactants needed to synthesize it. (4) Given the product [Br:1][C:2]1[CH:9]=[CH:8][C:5](/[CH:6]=[CH:16]/[CH:14]=[O:15])=[C:4]([O:10][CH2:11][C:12]#[CH:13])[CH:3]=1, predict the reactants needed to synthesize it. The reactants are: [Br:1][C:2]1[CH:9]=[CH:8][C:5]([CH:6]=O)=[C:4]([O:10][CH2:11][C:12]#[CH:13])[CH:3]=1.[CH:14]([CH:16]=P(C1C=CC=CC=1)(C1C=CC=CC=1)C1C=CC=CC=1)=[O:15]. (5) Given the product [PH:14](=[O:19])([O:15][CH:16]([CH3:18])[CH3:17])[O:13][CH:10]([CH3:12])[CH3:11], predict the reactants needed to synthesize it. The reactants are: C(OCCOCCl)(=O)C.[CH:10]([O:13][P:14]([O:19]C(C)C)[O:15][CH:16]([CH3:18])[CH3:17])([CH3:12])[CH3:11]. (6) Given the product [CH2:1]([N:8]1[CH2:17][C:16]([CH:18]2[CH2:21][CH2:20]2)([CH3:19])[NH:15][CH2:14][C:9]1([CH3:10])[CH3:13])[C:2]1[CH:3]=[CH:4][CH:5]=[CH:6][CH:7]=1, predict the reactants needed to synthesize it. The reactants are: [CH2:1]([N:8]1[CH2:17][C:16]([CH3:19])([CH3:18])[NH:15][CH2:14][C:9]21[CH2:13]CC[CH2:10]2)[C:2]1[CH:7]=[CH:6][CH:5]=[CH:4][CH:3]=1.[CH:20]1(C(N)(C)CN)C[CH2:21]1.CC(C)(O)C#N. (7) Given the product [CH3:40][O:41][CH2:42][C:43]1[CH:44]=[CH:45][C:46]([O:51][C:52]([F:53])([F:54])[F:55])=[C:47]([CH:48]=1)[CH2:49][NH:50][C:35](=[O:36])[NH:1][C:2]1[N:6]([C:7]2[CH:8]=[CH:9][CH:10]=[CH:11][CH:12]=2)[N:5]=[C:4]([O:13][CH2:14][C@H:15]([NH:17][C:18](=[O:24])[O:19][C:20]([CH3:21])([CH3:23])[CH3:22])[CH3:16])[C:3]=1[CH3:25], predict the reactants needed to synthesize it. The reactants are: [NH2:1][C:2]1[N:6]([C:7]2[CH:12]=[CH:11][CH:10]=[CH:9][CH:8]=2)[N:5]=[C:4]([O:13][CH2:14][C@H:15]([NH:17][C:18](=[O:24])[O:19][C:20]([CH3:23])([CH3:22])[CH3:21])[CH3:16])[C:3]=1[CH3:25].C1(C2C=CC([CH2:35][O:36]C)=CC=2CN)CC1.[CH3:40][O:41][CH2:42][C:43]1[CH:44]=[CH:45][C:46]([O:51][C:52]([F:55])([F:54])[F:53])=[C:47]([CH2:49][NH2:50])[CH:48]=1. (8) Given the product [ClH:1].[ClH:1].[CH:2]1([NH:5][C:6]([C:8]2[C:16]3[CH:15]=[C:14]([C:17]4[C:22]([CH3:23])=[CH:21][N:20]=[C:19]([NH:24][CH2:25][CH2:26][CH2:27][N:28]5[CH2:29][CH2:30][N:31]([CH3:34])[CH2:32][CH2:33]5)[N:18]=4)[S:13][C:12]=3[CH:11]=[CH:10][CH:9]=2)=[O:7])[CH2:3][CH2:4]1, predict the reactants needed to synthesize it. The reactants are: [ClH:1].[CH:2]1([NH:5][C:6]([C:8]2[C:16]3[CH:15]=[C:14]([C:17]4[C:22]([CH3:23])=[CH:21][N:20]=[C:19]([NH:24][CH2:25][CH2:26][CH2:27][N:28]5[CH2:33][CH2:32][N:31]([CH3:34])[CH2:30][CH2:29]5)[N:18]=4)[S:13][C:12]=3[CH:11]=[CH:10][CH:9]=2)=[O:7])[CH2:4][CH2:3]1.